This data is from Reaction yield outcomes from USPTO patents with 853,638 reactions. The task is: Predict the reaction yield, written as a fraction of the theoretical maximum amount of product (1.0 means a 100% yield; for example, 0.34 means a 34% yield). (1) The reactants are C([O:3][C:4](=[O:34])[C:5]([CH3:33])=[CH:6][C:7]1[CH:12]=[CH:11][C:10]([O:13][C:14]2[C:23]3[C:18](=[CH:19][C:20]([O:24][CH3:25])=[CH:21][CH:22]=3)[CH:17]=[C:16]([CH3:26])[C:15]=2[C:27]2[CH:32]=[CH:31][CH:30]=[CH:29][CH:28]=2)=[CH:9][CH:8]=1)C.C1COCC1.[OH-].[Na+]. The catalyst is CCO. The product is [CH3:25][O:24][C:20]1[CH:19]=[C:18]2[C:23](=[CH:22][CH:21]=1)[C:14]([O:13][C:10]1[CH:9]=[CH:8][C:7]([CH:6]=[C:5]([CH3:33])[C:4]([OH:34])=[O:3])=[CH:12][CH:11]=1)=[C:15]([C:27]1[CH:32]=[CH:31][CH:30]=[CH:29][CH:28]=1)[C:16]([CH3:26])=[CH:17]2. The yield is 0.880. (2) The reactants are [CH3:1][C:2]1[CH:3]=[C:4]([CH:8]=[CH:9][C:10]=1[C:11]([N:13]1[CH2:17][CH2:16][CH2:15][CH2:14]1)=[O:12])[C:5]([OH:7])=O.CN(C(ON1N=NC2C=CC=CC1=2)=[N+](C)C)C.[B-](F)(F)(F)F.C(N(C(C)C)CC)(C)C.[CH2:49]([O:56][C:57]([CH2:59][CH2:60][CH:61]([NH2:72])[C:62]1[NH:66][C:65]2[CH:67]=[CH:68][C:69]([Cl:71])=[CH:70][C:64]=2[N:63]=1)=[O:58])[C:50]1[CH:55]=[CH:54][CH:53]=[CH:52][CH:51]=1.ClCl. The catalyst is O1CCCC1.C(OCC)(=O)C.C(O)C. The product is [CH2:49]([O:56][C:57]([CH2:59][CH2:60][CH:61]([NH:72][C:5](=[O:7])[C:4]1[CH:8]=[CH:9][C:10]([C:11]([N:13]2[CH2:17][CH2:16][CH2:15][CH2:14]2)=[O:12])=[C:2]([CH3:1])[CH:3]=1)[C:62]1[NH:66][C:65]2[CH:67]=[CH:68][C:69]([Cl:71])=[CH:70][C:64]=2[N:63]=1)=[O:58])[C:50]1[CH:51]=[CH:52][CH:53]=[CH:54][CH:55]=1. The yield is 0.700. (3) The reactants are [CH2:1]([C@@H:5]1[NH:10][CH2:9][C@H:8]([CH:11]=[CH:12][CH3:13])[NH:7][C:6]1=[O:14])[CH:2]([CH3:4])[CH3:3].[C:15]1([C@@H:21]2[CH2:23][C@H:22]2[C:24](O)=[O:25])[CH:20]=[CH:19][CH:18]=[CH:17][CH:16]=1.C([C@@H]1N(C(=O)/C=C/C2C=CC=CC=2)C[C@H](CC(C)C)NC1=O)C(C)C. No catalyst specified. The product is [CH2:1]([C@@H:5]1[N:10]([C:24]([C@@H:22]2[CH2:23][C@H:21]2[C:15]2[CH:20]=[CH:19][CH:18]=[CH:17][CH:16]=2)=[O:25])[CH2:9][C@H:8](/[CH:11]=[CH:12]/[CH3:13])[NH:7][C:6]1=[O:14])[CH:2]([CH3:4])[CH3:3]. The yield is 0.173. (4) The reactants are Cl.Br[C:3]1[CH:8]=[CH:7][N:6]=[CH:5][CH:4]=1.C(O[C:14]([N:16]1[CH2:21][CH2:20][C:19]2(CCNCC2)C[CH2:17]1)=O)(C)(C)C.C1C=CC(P(C2C=CC3C(=CC=CC=3)C=2C2C3C(=CC=CC=3)C=CC=2P(C2C=CC=CC=2)C2C=CC=CC=2)C2C=CC=CC=2)=CC=1. The catalyst is C1(C)C=CC=CC=1.C(OCC)(=O)C.C1C=CC(/C=C/C(/C=C/C2C=CC=CC=2)=O)=CC=1.C1C=CC(/C=C/C(/C=C/C2C=CC=CC=2)=O)=CC=1.C1C=CC(/C=C/C(/C=C/C2C=CC=CC=2)=O)=CC=1.[Pd].[Pd]. The yield is 0.450. The product is [CH:21]1([N:16]2[CH2:14][CH2:3][C:8]3([CH2:4][CH2:5][NH:6][CH2:7]3)[CH2:17]2)[CH2:19][CH2:20]1.